Task: Regression/Classification. Given a drug SMILES string, predict its absorption, distribution, metabolism, or excretion properties. Task type varies by dataset: regression for continuous measurements (e.g., permeability, clearance, half-life) or binary classification for categorical outcomes (e.g., BBB penetration, CYP inhibition). Dataset: cyp2c19_veith.. Dataset: CYP2C19 inhibition data for predicting drug metabolism from PubChem BioAssay (1) The drug is CCC(CC)C(=O)Nc1ccc(C)c(O)c1. The result is 1 (inhibitor). (2) The drug is O=C(c1ccc(N2CCCCC2)c([N+](=O)[O-])c1)N(Cc1ccccc1)c1ccccn1. The result is 1 (inhibitor). (3) The result is 0 (non-inhibitor). The molecule is COc1ccc(NC(=O)N2CCC3(CC2)CCN(C(=O)Oc2ccccc2)CC3)cc1. (4) The compound is COc1cc(OC)c2nc(C)c3c(c2c1)N(c1ccc(O)cc1)CC3. The result is 1 (inhibitor). (5) The compound is CCOc1ccc(CC(=O)Nc2sc(Cc3ccccc3)c(C)c2C(N)=O)cc1OCC. The result is 1 (inhibitor).